From a dataset of Retrosynthesis with 50K atom-mapped reactions and 10 reaction types from USPTO. Predict the reactants needed to synthesize the given product. (1) The reactants are: CC(=O)OC(C)C(=O)O.NNC(=O)c1ccc2occ(-c3cccc(OC(F)(F)F)c3)c2c1. Given the product CC(=O)OC(C)C(=O)NNC(=O)c1ccc2occ(-c3cccc(OC(F)(F)F)c3)c2c1, predict the reactants needed to synthesize it. (2) Given the product COc1cc(Nc2nc3cccc(N4CCOCC4)n3n2)ccc1-n1cnc(C)c1, predict the reactants needed to synthesize it. The reactants are: COc1cc(Br)ccc1-n1cnc(C)c1.Nc1nc2cccc(N3CCOCC3)n2n1. (3) Given the product O=C(/C=C/C=C(\c1ccc(CN2CCCC2)cc1)c1ccc(C(F)(F)F)cc1)Nc1cccc2cnccc12, predict the reactants needed to synthesize it. The reactants are: C1CCNC1.O=Cc1ccc(/C(=C\C=C\C(=O)Nc2cccc3cnccc23)c2ccc(C(F)(F)F)cc2)cc1. (4) The reactants are: CCOC(=O)[C@H](C)O.Oc1ccc(-c2ccccc2)cc1. Given the product CCOC(=O)[C@@H](C)Oc1ccc(-c2ccccc2)cc1, predict the reactants needed to synthesize it.